This data is from Reaction yield outcomes from USPTO patents with 853,638 reactions. The task is: Predict the reaction yield, written as a fraction of the theoretical maximum amount of product (1.0 means a 100% yield; for example, 0.34 means a 34% yield). (1) The reactants are Cl[C:2]1[N:9]=[CH:8][C:7]([F:10])=[CH:6][C:3]=1[C:4]#[N:5].O.[NH2:12][NH2:13]. The catalyst is C(O)CCC. The product is [F:10][C:7]1[CH:6]=[C:3]2[C:4]([NH2:5])=[N:13][NH:12][C:2]2=[N:9][CH:8]=1. The yield is 0.880. (2) The product is [NH2:1]/[C:2](/[C:8]1[CH:13]=[CH:12][C:11]([N+:14]([O-:16])=[O:15])=[CH:10][CH:9]=1)=[C:3](/[C:4]#[N:5])\[C:6](=[S:18])[NH2:7]. The yield is 0.950. The reactants are [NH2:1][C:2]([C:8]1[CH:13]=[CH:12][C:11]([N+:14]([O-:16])=[O:15])=[CH:10][CH:9]=1)=[C:3]([C:6]#[N:7])[C:4]#[N:5].P([O-])(OCC)(SCC)=[S:18]. The catalyst is C(O)C.O.